Dataset: Forward reaction prediction with 1.9M reactions from USPTO patents (1976-2016). Task: Predict the product of the given reaction. (1) Given the reactants [F:1][C:2]1[CH:7]=[CH:6][C:5]([F:8])=[CH:4][C:3]=1[CH:9]([S:20]([C:23]1[CH:28]=[CH:27][C:26]([F:29])=[CH:25][CH:24]=1)(=[O:22])=[O:21])[C:10]1[C:11]([CH3:19])=[CH:12][C:13]([C:16]([NH2:18])=[O:17])=[N:14][CH:15]=1.C=O.[OH-].[Na+].[C:34](=O)([O-])[O-:35].[Na+].[Na+], predict the reaction product. The product is: [F:1][C:2]1[CH:7]=[CH:6][C:5]([F:8])=[CH:4][C:3]=1[CH:9]([S:20]([C:23]1[CH:28]=[CH:27][C:26]([F:29])=[CH:25][CH:24]=1)(=[O:22])=[O:21])[C:10]1[C:11]([CH3:19])=[CH:12][C:13]([C:16]([NH:18][CH2:34][OH:35])=[O:17])=[N:14][CH:15]=1. (2) Given the reactants [Cl:1][C:2]1[CH:33]=[CH:32][CH:31]=[C:30]([Cl:34])[C:3]=1[C:4]([NH:6][C@@H:7]([CH2:11]/[CH:12]=[CH:13]/[C:14]1[CH:19]=[CH:18][C:17]([N:20]([CH:27]([CH3:29])[CH3:28])[C:21]2[N:26]=[CH:25][CH:24]=[CH:23][N:22]=2)=[CH:16][CH:15]=1)[C:8]([OH:10])=[O:9])=[O:5].[OH-].[Na+:36], predict the reaction product. The product is: [Na+:36].[Cl:1][C:2]1[CH:33]=[CH:32][CH:31]=[C:30]([Cl:34])[C:3]=1[C:4]([NH:6][C@@H:7]([CH2:11]/[CH:12]=[CH:13]/[C:14]1[CH:15]=[CH:16][C:17]([N:20]([CH:27]([CH3:29])[CH3:28])[C:21]2[N:22]=[CH:23][CH:24]=[CH:25][N:26]=2)=[CH:18][CH:19]=1)[C:8]([O-:10])=[O:9])=[O:5]. (3) Given the reactants [CH2:1]([O:3][C:4](=[O:18])[CH2:5][CH2:6][C:7]1[C:16]2[C:11](=[CH:12][CH:13]=[CH:14][CH:15]=2)[C:10]([OH:17])=[CH:9][CH:8]=1)[CH3:2].Cl[CH2:20][C:21]1[C:22]([CH3:37])=[N:23][C:24]([C:27]2[CH:32]=[CH:31][C:30]([C:33]([F:36])([F:35])[F:34])=[CH:29][CH:28]=2)=[CH:25][CH:26]=1, predict the reaction product. The product is: [CH2:1]([O:3][C:4](=[O:18])[CH2:5][CH2:6][C:7]1[C:16]2[C:11](=[CH:12][CH:13]=[CH:14][CH:15]=2)[C:10]([O:17][CH2:20][C:21]2[C:22]([CH3:37])=[N:23][C:24]([C:27]3[CH:28]=[CH:29][C:30]([C:33]([F:36])([F:34])[F:35])=[CH:31][CH:32]=3)=[CH:25][CH:26]=2)=[CH:9][CH:8]=1)[CH3:2]. (4) Given the reactants [Br:1][C:2]1[CH:10]=[CH:9][CH:8]=[C:7]2[C:3]=1[C:4](O)([C:17]1[C:25]([OH:26])=[CH:24][C:20]3[O:21][CH2:22][O:23][C:19]=3[CH:18]=1)[C:5](=[O:16])[N:6]2[CH2:11][CH2:12][CH2:13][CH2:14][CH3:15].FC(F)(F)C(O)=O.C([SiH](CC)CC)C, predict the reaction product. The product is: [Br:1][C:2]1[CH:10]=[CH:9][CH:8]=[C:7]2[C:3]=1[CH:4]([C:17]1[C:25]([OH:26])=[CH:24][C:20]3[O:21][CH2:22][O:23][C:19]=3[CH:18]=1)[C:5](=[O:16])[N:6]2[CH2:11][CH2:12][CH2:13][CH2:14][CH3:15]. (5) The product is: [CH:1]([O:4][C:5]1[CH:6]=[C:7]([CH:25]=[C:26]([C:28](=[O:36])[NH:29][C:30]2[CH:34]=[CH:33][N:32]([CH3:35])[N:31]=2)[CH:27]=1)[O:8][C:9]1[CH:10]=[CH:11][C:12]([C:15]2[O:19][N:18]=[C:17]([C:20]([NH:38][CH3:37])=[O:22])[N:16]=2)=[N:13][CH:14]=1)([CH3:3])[CH3:2]. Given the reactants [CH:1]([O:4][C:5]1[CH:6]=[C:7]([CH:25]=[C:26]([C:28](=[O:36])[NH:29][C:30]2[CH:34]=[CH:33][N:32]([CH3:35])[N:31]=2)[CH:27]=1)[O:8][C:9]1[CH:10]=[CH:11][C:12]([C:15]2[O:19][N:18]=[C:17]([C:20]([O:22]CC)=O)[N:16]=2)=[N:13][CH:14]=1)([CH3:3])[CH3:2].[CH3:37][NH2:38].C1COCC1, predict the reaction product. (6) Given the reactants Cl[C:2]1[N:7]=[C:6]([C:8]([F:11])([F:10])[F:9])[CH:5]=[CH:4][N:3]=1.C(=O)([O-])[O-].[K+].[K+].[NH:18]1[CH2:23][CH2:22][NH:21][CH2:20][CH2:19]1, predict the reaction product. The product is: [N:18]1([C:2]2[N:7]=[C:6]([C:8]([F:11])([F:10])[F:9])[CH:5]=[CH:4][N:3]=2)[CH2:23][CH2:22][NH:21][CH2:20][CH2:19]1.